From a dataset of Catalyst prediction with 721,799 reactions and 888 catalyst types from USPTO. Predict which catalyst facilitates the given reaction. (1) Product: [F:54][C:55]1[CH:61]=[CH:60][C:58]([NH:59][C:28](=[O:29])[C:27]([N:22]([CH2:23][CH:24]([CH3:26])[CH3:25])[C@H:10]2[CH2:11][C@@H:12]([C:14]([N:16]3[CH2:21][CH2:20][O:19][CH2:18][CH2:17]3)=[O:15])[CH2:13][N:8]([C:6]([O:5][C:1]([CH3:3])([CH3:2])[CH3:4])=[O:7])[CH2:9]2)=[O:31])=[C:57]([NH:62][CH2:63][CH2:64][CH2:65][CH2:66][O:67][CH3:68])[CH:56]=1. The catalyst class is: 3. Reactant: [C:1]([O:5][C:6]([N:8]1[CH2:13][C@H:12]([C:14]([N:16]2[CH2:21][CH2:20][O:19][CH2:18][CH2:17]2)=[O:15])[CH2:11][C@H:10]([N:22]([C:27](=[O:31])[C:28](O)=[O:29])[CH2:23][CH:24]([CH3:26])[CH3:25])[CH2:9]1)=[O:7])([CH3:4])([CH3:3])[CH3:2].C1C=CC2N(O)N=NC=2C=1.CCN=C=NCCCN(C)C.Cl.[F:54][C:55]1[CH:61]=[CH:60][C:58]([NH2:59])=[C:57]([NH:62][CH2:63][CH2:64][CH2:65][CH2:66][O:67][CH3:68])[CH:56]=1.C(N(C(C)C)CC)(C)C. (2) Reactant: O.[C:2](=[O:5])([O-])[O-:3].[Ce+3:6].[C:7](=[O:10])([O-])[O-:8].[C:11](=[O:14])([O-])[O-:12].[Ce+3]. Product: [C:2]([O-:3])(=[O:5])[CH3:7].[Ce+3:6].[C:7]([O-:8])(=[O:10])[CH3:11].[C:11]([O-:12])(=[O:14])[CH3:2]. The catalyst class is: 15. (3) Reactant: [CH2:1]([O:3][C:4]1[CH:5]=[CH:6][C:7]([F:11])=[C:8]([OH:10])[CH:9]=1)[CH3:2].[C:12]([Si:16]([CH3:19])([CH3:18])Cl)([CH3:15])([CH3:14])[CH3:13].N1C=CN=C1.O. Product: [C:12]([Si:16]([O:10][C:8]1[CH:9]=[C:4]([O:3][CH2:1][CH3:2])[CH:5]=[CH:6][C:7]=1[F:11])([CH3:19])[CH3:18])([CH3:15])([CH3:14])[CH3:13]. The catalyst class is: 44. (4) Reactant: [C:1]1([CH:7]([C:11]2[CH:16]=[CH:15][CH:14]=[CH:13][CH:12]=2)[CH2:8][CH2:9][OH:10])[CH:6]=[CH:5][CH:4]=[CH:3][CH:2]=1.[CH3:17][S:18](Cl)(=[O:20])=[O:19].C(N(CC)CC)C. Product: [CH3:17][S:18]([O:10][CH2:9][CH2:8][CH:7]([C:1]1[CH:2]=[CH:3][CH:4]=[CH:5][CH:6]=1)[C:11]1[CH:12]=[CH:13][CH:14]=[CH:15][CH:16]=1)(=[O:20])=[O:19]. The catalyst class is: 30. (5) Reactant: [CH3:1][C:2]1[C:11]2[C:6](=[CH:7][CH:8]=[CH:9][CH:10]=2)[C:5]([N+:12]([O-])=O)=[CH:4][CH:3]=1. Product: [CH3:1][C:2]1[C:11]2[CH2:10][CH2:9][CH2:8][CH2:7][C:6]=2[C:5]([NH2:12])=[CH:4][CH:3]=1. The catalyst class is: 171. (6) Reactant: [N:1]1([C@H:7]2[CH2:10][C@H:9]([O:11][C:12]3[CH:17]=[CH:16][C:15]([C:18]4[S:19][C:20]5[CH2:21][NH:22][CH2:23][CH2:24][C:25]=5[N:26]=4)=[CH:14][CH:13]=3)[CH2:8]2)[CH2:6][CH2:5][CH2:4][CH2:3][CH2:2]1.Cl.CN(C)CCCN=C=NCC.ON1C2C=CC=CC=2N=N1.[C:49](O)(=[O:52])[CH2:50][OH:51]. Product: [O:51]=[C:50]([N:22]1[CH2:23][CH2:24][C:25]2[N:26]=[C:18]([C:15]3[CH:14]=[CH:13][C:12]([O:11][C@H:9]4[CH2:8][C@H:7]([N:1]5[CH2:6][CH2:5][CH2:4][CH2:3][CH2:2]5)[CH2:10]4)=[CH:17][CH:16]=3)[S:19][C:20]=2[CH2:21]1)[CH2:49][OH:52]. The catalyst class is: 4. (7) Product: [CH2:1]([O:3][C:4]1[CH:5]=[C:6]([C:10]([O:13][CH3:14])([CH3:11])[CH3:12])[CH:7]=[CH:8][C:9]=1[I:15])[CH3:2]. The catalyst class is: 10. Reactant: [CH2:1]([O:3][C:4]1[CH:9]=[CH:8][CH:7]=[C:6]([C:10]([O:13][CH3:14])([CH3:12])[CH3:11])[CH:5]=1)[CH3:2].[I:15]N1C(=O)CCC1=O.FC(F)(F)C(O)=O. (8) Reactant: Cl.[CH3:2][O:3][C:4](=[O:22])[C@H:5]([CH2:7][C:8]1[CH:13]=[CH:12][C:11]([C:14]2[C:15](=[O:21])[N:16]([CH3:20])[CH:17]=[CH:18][CH:19]=2)=[CH:10][CH:9]=1)[NH2:6].[Cl:23][C:24]1[CH:32]=[CH:31][CH:30]=[C:29]([CH3:33])[C:25]=1[C:26](O)=[O:27].CN(C(ON1N=NC2C=CC=CC1=2)=[N+](C)C)C.F[P-](F)(F)(F)(F)F.CCN(C(C)C)C(C)C. Product: [CH3:2][O:3][C:4](=[O:22])[C@H:5]([CH2:7][C:8]1[CH:9]=[CH:10][C:11]([C:14]2[C:15](=[O:21])[N:16]([CH3:20])[CH:17]=[CH:18][CH:19]=2)=[CH:12][CH:13]=1)[NH:6][C:26]([C:25]1[C:29]([CH3:33])=[CH:30][CH:31]=[CH:32][C:24]=1[Cl:23])=[O:27]. The catalyst class is: 18. (9) Reactant: CC(S([NH:7][C@@H:8]([C:10]1[CH:11]=[N:12][C:13]([C:16]([F:19])([F:18])[F:17])=[CH:14][CH:15]=1)[CH3:9])=O)(C)C.Cl. Product: [F:18][C:16]([F:17])([F:19])[C:13]1[N:12]=[CH:11][C:10]([C@H:8]([NH2:7])[CH3:9])=[CH:15][CH:14]=1. The catalyst class is: 5. (10) Reactant: [C:1]([C:4]1[CH:5]=[C:6]([Cl:22])[C:7]([CH2:19][C:20]#[N:21])=[C:8]([C:17]#[N:18])[C:9]=1[C:10]1[CH:15]=[CH:14][CH:13]=[C:12]([F:16])[CH:11]=1)(=O)[CH3:2].C([O-])(=O)C.[NH4+].C([BH3-])#[N:29].[Na+]. Product: [NH2:29][CH:1]([C:4]1[CH:5]=[C:6]([Cl:22])[C:7]([CH2:19][C:20]#[N:21])=[C:8]([C:17]#[N:18])[C:9]=1[C:10]1[CH:15]=[CH:14][CH:13]=[C:12]([F:16])[CH:11]=1)[CH3:2]. The catalyst class is: 449.